From a dataset of HIV replication inhibition screening data with 41,000+ compounds from the AIDS Antiviral Screen. Binary Classification. Given a drug SMILES string, predict its activity (active/inactive) in a high-throughput screening assay against a specified biological target. (1) The molecule is COc1ccc(-n2cnc3c(NCC(=O)O)ncnc32)cc1. The result is 0 (inactive). (2) The compound is CN(C(=O)c1ccco1)C(=S)N1CCN(c2ccccc2)CC1. The result is 0 (inactive). (3) The drug is O=C1C(=Cc2ccc(O)cc2)Oc2ccccc21. The result is 0 (inactive). (4) The compound is CN(C)CCCCN1c2ccccc2Sc2ccc(N=[N+]=[N-])cc21.O=C(O)C(=O)O. The result is 0 (inactive). (5) The compound is OC1CN2CCCCC2C(O)C1O. The result is 0 (inactive). (6) The molecule is CCCC(=O)[OH+][Co-4]12([OH+]C(=O)CCC)(NCCN1)NCCN2.[O-][Cl+3]([O-])([O-])[OH2+]. The result is 0 (inactive).